This data is from Catalyst prediction with 721,799 reactions and 888 catalyst types from USPTO. The task is: Predict which catalyst facilitates the given reaction. (1) Reactant: [Cl:1][C:2]1[CH:3]=[C:4]2[O:8][C:7]([C:9]3[S:10][CH:11]=[CH:12][CH:13]=3)=[N:6][C:5]2=[C:14]([C:16]([OH:18])=O)[CH:15]=1.Cl.Cl.[NH2:21][C@H:22]1[CH:27]2[CH2:28][CH2:29][N:24]([CH2:25][CH2:26]2)[CH2:23]1.Cl.C(N=C=NCCCN(C)C)C.ON1C2C=CC=CC=2N=N1.C(N(CC)CC)C. Product: [N:24]12[CH2:29][CH2:28][CH:27]([CH2:26][CH2:25]1)[C@H:22]([NH:21][C:16]([C:14]1[CH:15]=[C:2]([Cl:1])[CH:3]=[C:4]3[O:8][C:7]([C:9]4[S:10][CH:11]=[CH:12][CH:13]=4)=[N:6][C:5]=13)=[O:18])[CH2:23]2. The catalyst class is: 174. (2) Reactant: C[O:2][C:3]([C:5]1[C:14](C(OC)=O)=[C:8]2[CH:9]=[CH:10][C:11]([Br:13])=[CH:12][N:7]2[N:6]=1)=[O:4].[OH-].[Na+].Cl. Product: [Br:13][C:11]1[CH:10]=[CH:9][C:8]2[N:7]([N:6]=[C:5]([C:3]([OH:4])=[O:2])[CH:14]=2)[CH:12]=1. The catalyst class is: 65. (3) Reactant: [CH2:1]([O:8][C:9]([NH:11][C@H:12]([C:16]([O:18][C:19]1[CH:20]=[C:21]([CH:27]=[CH:28][CH:29]=1)[C:22]([O:24][CH2:25]Cl)=[O:23])=[O:17])[CH:13]([CH3:15])[CH3:14])=[O:10])[C:2]1[CH:7]=[CH:6][CH:5]=[CH:4][CH:3]=1.[I-:30].[Na+]. Product: [CH2:1]([O:8][C:9]([NH:11][C@H:12]([C:16]([O:18][C:19]1[CH:20]=[C:21]([CH:27]=[CH:28][CH:29]=1)[C:22]([O:24][CH2:25][I:30])=[O:23])=[O:17])[CH:13]([CH3:15])[CH3:14])=[O:10])[C:2]1[CH:7]=[CH:6][CH:5]=[CH:4][CH:3]=1. The catalyst class is: 21. (4) Reactant: [N+:1]([C:4]1[CH:9]=[CH:8][CH:7]=[CH:6][C:5]=1[NH:10][C:11]1[S:15][C:14]2[CH:16]=[CH:17][CH:18]=[CH:19][C:13]=2[C:12]=1[C:20]#[N:21])([O-])=O.[Sn](Cl)[Cl:23].Cl. Product: [ClH:23].[CH:16]1[C:14]2[S:15][C:11]3[NH:10][C:5]4[CH:6]=[CH:7][CH:8]=[CH:9][C:4]=4[N:1]=[C:20]([NH2:21])[C:12]=3[C:13]=2[CH:19]=[CH:18][CH:17]=1. The catalyst class is: 14. (5) Reactant: [O-]CC.[Na+].[C:5]([O:8][C:9](C)(C)[CH3:10])(=[O:7])[CH3:6].C(O[C:16]([C:18]1[CH:19]=[C:20]2[CH:26]=[CH:25][O:24][C:21]2=[CH:22][N:23]=1)=[O:17])C.C(O)(=O)C. Product: [O:17]=[C:16]([C:18]1[CH:19]=[C:20]2[CH:26]=[CH:25][O:24][C:21]2=[CH:22][N:23]=1)[CH2:6][C:5]([O:8][CH2:9][CH3:10])=[O:7]. The catalyst class is: 93.